Task: Predict which catalyst facilitates the given reaction.. Dataset: Catalyst prediction with 721,799 reactions and 888 catalyst types from USPTO Reactant: C(OC(C(F)(F)F)=O)(C(F)(F)F)=O.CS(C)=O.[Cl:18][C:19]1[C:20]([NH:25][CH2:26][C@H:27]([C@H:29]2[C@H:36]3[C@H:32]([O:33][C:34]([CH3:38])([CH3:37])[O:35]3)[C:31]([CH2:39][O:40][C:41]([C:54]3[CH:59]=[CH:58][CH:57]=[CH:56][CH:55]=3)([C:48]3[CH:53]=[CH:52][CH:51]=[CH:50][CH:49]=3)[C:42]3[CH:47]=[CH:46][CH:45]=[CH:44][CH:43]=3)=[CH:30]2)[OH:28])=[N:21][CH:22]=[CH:23][N:24]=1.CCN(C(C)C)C(C)C. Product: [Cl:18][C:19]1[C:20]([NH:25][CH2:26][C:27]([C@H:29]2[C@H:36]3[C@H:32]([O:33][C:34]([CH3:38])([CH3:37])[O:35]3)[C:31]([CH2:39][O:40][C:41]([C:48]3[CH:53]=[CH:52][CH:51]=[CH:50][CH:49]=3)([C:54]3[CH:59]=[CH:58][CH:57]=[CH:56][CH:55]=3)[C:42]3[CH:43]=[CH:44][CH:45]=[CH:46][CH:47]=3)=[CH:30]2)=[O:28])=[N:21][CH:22]=[CH:23][N:24]=1. The catalyst class is: 2.